Dataset: Catalyst prediction with 721,799 reactions and 888 catalyst types from USPTO. Task: Predict which catalyst facilitates the given reaction. (1) Reactant: [Br:1][C:2]1[CH:3]=[C:4]([CH:8]=[CH:9][CH:10]=1)[N:5]([CH3:7])[CH3:6].FC(F)(F)S(O[C:17]1[CH:22]=[CH:21]C=[CH:19][C:18]=1[Si](C)(C)C)(=O)=O.[F-].[K+].C1OCCOCCOCCOCCOCCOC1. Product: [Br:1][C:2]1[CH:3]=[C:4]([CH:8]=[CH:9][CH:10]=1)[N:5]([CH3:7])[C:6]1[CH:21]=[CH:22][CH:17]=[CH:18][CH:19]=1. The catalyst class is: 1. (2) Reactant: [CH3:1][N:2]([CH3:27])[C:3]1[CH:8]=[C:7]([NH:9][C:10]2[CH:15]=[CH:14][C:13]([CH3:16])=[CH:12][CH:11]=2)[N:6]=[C:5]([NH:17][C:18](=O)[CH2:19][C:20]2[CH:25]=[CH:24][CH:23]=[CH:22][CH:21]=2)[N:4]=1.[H-].[H-].[H-].[H-].[Li+].[Al+3]. Product: [CH3:27][N:2]([CH3:1])[C:3]1[CH:8]=[C:7]([NH:9][C:10]2[CH:11]=[CH:12][C:13]([CH3:16])=[CH:14][CH:15]=2)[N:6]=[C:5]([NH:17][CH2:18][CH2:19][C:20]2[CH:25]=[CH:24][CH:23]=[CH:22][CH:21]=2)[N:4]=1. The catalyst class is: 1. (3) Reactant: [Cl:1][C:2]1[CH:3]=[C:4]([CH:9]([CH2:18][CH:19]2[CH2:23][CH2:22][CH2:21][CH:20]2[OH:24])[C:10]([NH:12][C:13]2[S:14][CH:15]=[CH:16][N:17]=2)=[O:11])[CH:5]=[CH:6][C:7]=1[Cl:8].[Cr](Cl)([O-])(=O)=O.[NH+]1C=CC=CC=1. Product: [Cl:1][C:2]1[CH:3]=[C:4]([CH:9]([CH2:18][CH:19]2[CH2:23][CH2:22][CH2:21][C:20]2=[O:24])[C:10]([NH:12][C:13]2[S:14][CH:15]=[CH:16][N:17]=2)=[O:11])[CH:5]=[CH:6][C:7]=1[Cl:8]. The catalyst class is: 2. (4) Reactant: [CH2:1]([O:3][C:4](=[O:31])[CH:5]([NH:22][C:23]1[CH:28]=[CH:27][C:26]([C:29]#[N:30])=[CH:25][CH:24]=1)[C:6]1[CH:11]=[C:10]([O:12][CH2:13][CH3:14])[CH:9]=[C:8]([O:15][C@@H:16]2[CH2:20][CH2:19][O:18][CH2:17]2)[C:7]=1[F:21])[CH3:2].Cl.[NH2:33][OH:34].C(N(CC)CC)C. Product: [CH2:1]([O:3][C:4](=[O:31])[CH:5]([C:6]1[CH:11]=[C:10]([O:12][CH2:13][CH3:14])[CH:9]=[C:8]([O:15][C@@H:16]2[CH2:20][CH2:19][O:18][CH2:17]2)[C:7]=1[F:21])[NH:22][C:23]1[CH:28]=[CH:27][C:26]([C:29](=[NH:30])[NH:33][OH:34])=[CH:25][CH:24]=1)[CH3:2]. The catalyst class is: 14.